This data is from Peptide-MHC class I binding affinity with 185,985 pairs from IEDB/IMGT. The task is: Regression. Given a peptide amino acid sequence and an MHC pseudo amino acid sequence, predict their binding affinity value. This is MHC class I binding data. (1) The peptide sequence is RRAARAEYL. The MHC is HLA-A01:01 with pseudo-sequence HLA-A01:01. The binding affinity (normalized) is 0.00524. (2) The peptide sequence is LTALGNYIYD. The MHC is Mamu-A01 with pseudo-sequence Mamu-A01. The binding affinity (normalized) is 0.394.